From a dataset of Forward reaction prediction with 1.9M reactions from USPTO patents (1976-2016). Predict the product of the given reaction. Given the reactants [F:1][C:2]1[CH:3]=[C:4]([C:13]2[CH:18]=[CH:17][C:16]([O:19]C)=[C:15]([F:21])[CH:14]=2)[CH:5]=[C:6]2[C:11]=1[CH:10]=[C:9]([OH:12])[CH:8]=[CH:7]2.B(Br)(Br)Br, predict the reaction product. The product is: [F:1][C:2]1[CH:3]=[C:4]([C:13]2[CH:18]=[CH:17][C:16]([OH:19])=[C:15]([F:21])[CH:14]=2)[CH:5]=[C:6]2[C:11]=1[CH:10]=[C:9]([OH:12])[CH:8]=[CH:7]2.